This data is from Catalyst prediction with 721,799 reactions and 888 catalyst types from USPTO. The task is: Predict which catalyst facilitates the given reaction. (1) Reactant: [Cl:1][C:2]1[CH:3]=[C:4]([C:12]([OH:14])=O)[CH:5]=[N:6][C:7]=1[O:8][CH:9]([CH3:11])[CH3:10].C1CN([P+](ON2N=NC3C=CC=CC2=3)(N2CCCC2)N2CCCC2)CC1.F[P-](F)(F)(F)(F)F.CCN(C(C)C)C(C)C.O[NH:58][C:59](=[NH:78])[C:60]1[C:61]([CH3:77])=[C:62]2[C:66](=[CH:67][CH:68]=1)[N:65]([CH2:69][CH2:70][CH2:71][C:72]([O:74][CH2:75][CH3:76])=[O:73])[N:64]=[CH:63]2. Product: [Cl:1][C:2]1[CH:3]=[C:4]([C:12]2[O:14][N:58]=[C:59]([C:60]3[C:61]([CH3:77])=[C:62]4[C:66](=[CH:67][CH:68]=3)[N:65]([CH2:69][CH2:70][CH2:71][C:72]([O:74][CH2:75][CH3:76])=[O:73])[N:64]=[CH:63]4)[N:78]=2)[CH:5]=[N:6][C:7]=1[O:8][CH:9]([CH3:10])[CH3:11]. The catalyst class is: 3. (2) Reactant: [H-].[Na+].[Br:3][C:4]1[CH:9]=[CH:8][C:7]([CH:10]([OH:12])[CH3:11])=[CH:6][CH:5]=1.Cl[C:14]1[N:19]=[CH:18][CH:17]=[CH:16][N:15]=1. Product: [Br:3][C:4]1[CH:9]=[CH:8][C:7]([CH:10]([O:12][C:14]2[N:19]=[CH:18][CH:17]=[CH:16][N:15]=2)[CH3:11])=[CH:6][CH:5]=1. The catalyst class is: 9. (3) Reactant: [CH:1]1([N:4]([C:14]2[CH:19]=[CH:18][C:17]([N+:20]([O-])=O)=[CH:16][CH:15]=2)[C@H:5]2[CH2:9][CH2:8][N:7]([CH2:10][CH2:11][O:12][CH3:13])[CH2:6]2)[CH2:3][CH2:2]1.[NH4+].[Cl-]. Product: [CH:1]1([N:4]([C@H:5]2[CH2:9][CH2:8][N:7]([CH2:10][CH2:11][O:12][CH3:13])[CH2:6]2)[C:14]2[CH:15]=[CH:16][C:17]([NH2:20])=[CH:18][CH:19]=2)[CH2:3][CH2:2]1. The catalyst class is: 314. (4) Reactant: [C:1]([O:4][CH2:5][CH2:6][C:7]1[NH:29][C:10]2=[N:11][C:12]([C:22]3[CH:27]=[CH:26][C:25]([CH3:28])=[CH:24][CH:23]=3)=[C:13]([C:15]3[CH:20]=[CH:19][C:18]([CH3:21])=[CH:17][CH:16]=3)[N:14]=[C:9]2[CH:8]=1)(=[O:3])[CH3:2].C([O-])([O-])=O.[K+].[K+].Br[CH2:37][CH2:38][CH2:39][CH2:40][CH2:41][CH2:42][C:43]([O:45][CH2:46][CH3:47])=[O:44].O. Product: [C:1]([O:4][CH2:5][CH2:6][C:7]1[N:29]([CH2:37][CH2:38][CH2:39][CH2:40][CH2:41][CH2:42][C:43]([O:45][CH2:46][CH3:47])=[O:44])[C:10]2=[N:11][C:12]([C:22]3[CH:23]=[CH:24][C:25]([CH3:28])=[CH:26][CH:27]=3)=[C:13]([C:15]3[CH:20]=[CH:19][C:18]([CH3:21])=[CH:17][CH:16]=3)[N:14]=[C:9]2[CH:8]=1)(=[O:3])[CH3:2]. The catalyst class is: 3. (5) Reactant: CN(C=O)C.[F:6][C:7]([F:20])([F:19])[C:8]1[C:16]([C:17]#[N:18])=[CH:15][CH:14]=[C:13]2[C:9]=1[CH:10]=[CH:11][NH:12]2.C([O-])([O-])=O.[Cs+].[Cs+].Cl[CH2:28][C:29]1[N:33]=[C:32]([C:34]2[CH:39]=[CH:38][CH:37]=[C:36]([C:40]([F:43])([F:42])[F:41])[CH:35]=2)[O:31][N:30]=1. Product: [F:20][C:7]([F:19])([F:6])[C:8]1[C:16]([C:17]#[N:18])=[CH:15][CH:14]=[C:13]2[C:9]=1[CH:10]=[CH:11][N:12]2[CH2:28][C:29]1[N:33]=[C:32]([C:34]2[CH:39]=[CH:38][CH:37]=[C:36]([C:40]([F:43])([F:41])[F:42])[CH:35]=2)[O:31][N:30]=1. The catalyst class is: 238. (6) Reactant: [C:1]([O:5][C:6](=[O:15])[NH:7][C:8]1[CH:13]=[CH:12][C:11]([OH:14])=[CH:10][CH:9]=1)([CH3:4])([CH3:3])[CH3:2].C(N(CC)CC)C.[CH3:23][S:24](Cl)(=[O:26])=[O:25]. Product: [CH3:23][S:24]([O:14][C:11]1[CH:10]=[CH:9][C:8]([NH:7][C:6]([O:5][C:1]([CH3:4])([CH3:2])[CH3:3])=[O:15])=[CH:13][CH:12]=1)(=[O:26])=[O:25]. The catalyst class is: 4. (7) Reactant: [CH3:1][NH:2][C:3](=[O:22])[C:4]1[CH:9]=[C:8]([N:10]2[CH2:17][CH:16]3[CH:12]([CH2:13][N:14]([CH3:18])[CH2:15]3)[CH2:11]2)[CH:7]=[CH:6][C:5]=1[N+:19]([O-])=O.[H][H]. Product: [NH2:19][C:5]1[CH:6]=[CH:7][C:8]([N:10]2[CH2:11][CH:12]3[CH:16]([CH2:15][N:14]([CH3:18])[CH2:13]3)[CH2:17]2)=[CH:9][C:4]=1[C:3]([NH:2][CH3:1])=[O:22]. The catalyst class is: 29. (8) Reactant: Cl[C:2]1[C:7]([N+:8]([O-:10])=[O:9])=[C:6]([Cl:11])[N:5]=[CH:4][N:3]=1.[Cl:12][C:13]1[CH:19]=[C:18]([O:20][CH3:21])[C:17]([O:22][CH2:23][C:24]2[C:29]([O:30][CH3:31])=[CH:28][CH:27]=[C:26]([F:32])[C:25]=2[F:33])=[CH:16][C:14]=1[NH2:15].C(N(CC)C(C)C)(C)C.O. Product: [Cl:11][C:6]1[N:5]=[CH:4][N:3]=[C:2]([NH:15][C:14]2[CH:16]=[C:17]([O:22][CH2:23][C:24]3[C:29]([O:30][CH3:31])=[CH:28][CH:27]=[C:26]([F:32])[C:25]=3[F:33])[C:18]([O:20][CH3:21])=[CH:19][C:13]=2[Cl:12])[C:7]=1[N+:8]([O-:10])=[O:9]. The catalyst class is: 115. (9) The catalyst class is: 73. Product: [C:1]([O:4][C@H:5]1[C@@H:19]([O:20][C:21](=[O:23])[CH3:22])[C@H:18]([O:24][C:25](=[O:27])[CH3:26])[C@@H:17]([CH2:28][O:29][C:30](=[O:32])[CH3:31])[O:16][C@@H:6]1[O:7][C:8]1[CH:13]=[CH:12][C:11]([C:40]2[CH:41]=[CH:42][C:37]([C:35]([O:34][CH3:33])=[O:36])=[CH:38][CH:39]=2)=[CH:10][C:9]=1[Cl:15])(=[O:3])[CH3:2]. Reactant: [C:1]([O:4][C@H:5]1[C@@H:19]([O:20][C:21](=[O:23])[CH3:22])[C@H:18]([O:24][C:25](=[O:27])[CH3:26])[C@@H:17]([CH2:28][O:29][C:30](=[O:32])[CH3:31])[O:16][C@@H:6]1[O:7][C:8]1[CH:13]=[CH:12][C:11](Br)=[CH:10][C:9]=1[Cl:15])(=[O:3])[CH3:2].[CH3:33][O:34][C:35]([C:37]1[CH:42]=[CH:41][C:40](B(O)O)=[CH:39][CH:38]=1)=[O:36].C(=O)([O-])[O-].[Cs+].[Cs+].